This data is from Reaction yield outcomes from USPTO patents with 853,638 reactions. The task is: Predict the reaction yield, written as a fraction of the theoretical maximum amount of product (1.0 means a 100% yield; for example, 0.34 means a 34% yield). (1) The reactants are [CH2:1]([NH2:5])[CH2:2][C:3]#[CH:4].Cl[CH2:7][C:8]([N:10]1[CH2:29][CH2:28][C:13]2[N:14]=[C:15]([NH:18][CH:19]3[CH2:27][C:26]4[C:21](=[CH:22][CH:23]=[CH:24][CH:25]=4)[CH2:20]3)[N:16]=[CH:17][C:12]=2[CH2:11]1)=[O:9].C(N(CC)CC)C.[C:37]([O:41][C:42](O[C:42]([O:41][C:37]([CH3:40])([CH3:39])[CH3:38])=[O:43])=[O:43])([CH3:40])([CH3:39])[CH3:38]. The catalyst is O1CCCC1. The product is [CH2:1]([N:5]([CH2:7][C:8]([N:10]1[CH2:29][CH2:28][C:13]2[N:14]=[C:15]([NH:18][CH:19]3[CH2:27][C:26]4[C:21](=[CH:22][CH:23]=[CH:24][CH:25]=4)[CH2:20]3)[N:16]=[CH:17][C:12]=2[CH2:11]1)=[O:9])[C:42](=[O:43])[O:41][C:37]([CH3:40])([CH3:39])[CH3:38])[CH2:2][C:3]#[CH:4]. The yield is 0.870. (2) The reactants are [O:1]1[CH2:6][CH:5]=[C:4]([C:7]2[CH:8]=[CH:9][C:10]([F:26])=[C:11]([C@:13]3([CH3:25])[C:19]([F:21])([F:20])[C:18]([CH3:23])([CH3:22])[O:17][CH2:16][C:15](=[O:24])[NH:14]3)[CH:12]=2)[CH2:3][CH2:2]1. The catalyst is C(OCC)(=O)C.[Pd]. The product is [F:21][C:19]1([F:20])[C:18]([CH3:22])([CH3:23])[O:17][CH2:16][C:15](=[O:24])[NH:14][C@@:13]1([C:11]1[CH:12]=[C:7]([CH:4]2[CH2:3][CH2:2][O:1][CH2:6][CH2:5]2)[CH:8]=[CH:9][C:10]=1[F:26])[CH3:25]. The yield is 0.950.